Dataset: Full USPTO retrosynthesis dataset with 1.9M reactions from patents (1976-2016). Task: Predict the reactants needed to synthesize the given product. Given the product [S:13]1[C:8]2[CH:9]=[CH:10][CH:11]=[CH:12][C:7]=2[N:5]=[C:4]1[CH2:3][CH2:2][NH2:1], predict the reactants needed to synthesize it. The reactants are: [NH2:1][CH2:2][CH2:3][C:4]#[N:5].N[C:7]1[CH:12]=[CH:11][CH:10]=[CH:9][C:8]=1[SH:13].